This data is from Forward reaction prediction with 1.9M reactions from USPTO patents (1976-2016). The task is: Predict the product of the given reaction. Given the reactants [CH3:1][O:2][C:3]1[CH:4]=[N:5][CH:6]=[C:7](B2OC(C)(C)C(C)(C)O2)[CH:8]=1.B1([O-])O[O:19]1.O.O.O.O.[Na+], predict the reaction product. The product is: [CH3:1][O:2][C:3]1[CH:8]=[C:7]([OH:19])[CH:6]=[N:5][CH:4]=1.